This data is from Peptide-MHC class II binding affinity with 134,281 pairs from IEDB. The task is: Regression. Given a peptide amino acid sequence and an MHC pseudo amino acid sequence, predict their binding affinity value. This is MHC class II binding data. The MHC is DRB1_0101 with pseudo-sequence DRB1_0101. The peptide sequence is KSEVYEKGLGKFVKT. The binding affinity (normalized) is 1.00.